From a dataset of Aqueous solubility values for 9,982 compounds from the AqSolDB database. Regression/Classification. Given a drug SMILES string, predict its absorption, distribution, metabolism, or excretion properties. Task type varies by dataset: regression for continuous measurements (e.g., permeability, clearance, half-life) or binary classification for categorical outcomes (e.g., BBB penetration, CYP inhibition). For this dataset (solubility_aqsoldb), we predict Y. (1) The molecule is CCCCCCCOC(=O)c1ccc(O)c(I)c1. The Y is -4.56 log mol/L. (2) The compound is Cn1cnc2nccnc2c1=O. The Y is -1.07 log mol/L.